Dataset: Forward reaction prediction with 1.9M reactions from USPTO patents (1976-2016). Task: Predict the product of the given reaction. (1) Given the reactants [N:1]1([CH2:7][CH2:8][CH2:9][OH:10])[CH2:6][CH2:5][CH2:4][CH2:3][CH2:2]1.[N+:11]([C:14]1[CH:19]=[CH:18][C:17](O)=[CH:16][CH:15]=1)([O-:13])=[O:12].C1(P(C2C=CC=CC=2)C2C=CC=CC=2)C=CC=CC=1.N(C(OC(C)C)=O)=NC(OC(C)C)=O, predict the reaction product. The product is: [N+:11]([C:14]1[CH:19]=[CH:18][C:17]([O:10][CH2:9][CH2:8][CH2:7][N:1]2[CH2:6][CH2:5][CH2:4][CH2:3][CH2:2]2)=[CH:16][CH:15]=1)([O-:13])=[O:12]. (2) Given the reactants [CH:1]1([CH2:7][N:8]2[CH:12]([C:13]3[CH:18]=[CH:17][N:16]=[CH:15][CH:14]=3)[CH:11]([C:19]3[CH:24]=[CH:23][C:22]([Cl:25])=[C:21]([Cl:26])[CH:20]=3)[C:10](=[O:27])[N:9]2[CH3:28])[CH2:6][CH2:5][CH2:4][CH2:3][CH2:2]1.[Br-].[Br-].[Br-].C1([N+](CC)(CC)CC)C=CC=CC=1.C1([N+](CC)(CC)CC)C=CC=CC=1.C1([N+](CC)(CC)CC)C=CC=CC=1, predict the reaction product. The product is: [CH:1]1([CH2:7][N:8]2[C:12]([C:13]3[CH:18]=[CH:17][N:16]=[CH:15][CH:14]=3)=[C:11]([C:19]3[CH:24]=[CH:23][C:22]([Cl:25])=[C:21]([Cl:26])[CH:20]=3)[C:10](=[O:27])[N:9]2[CH3:28])[CH2:2][CH2:3][CH2:4][CH2:5][CH2:6]1. (3) Given the reactants [OH-].[Na+].CO.[F:5][C:6]1[CH:30]=[CH:29][C:9]([NH:10][C:11]2[CH:20]=[C:19]([CH2:21][O:22][C:23]3[CH:28]=[CH:27][CH:26]=[CH:25][CH:24]=3)[CH:18]=[CH:17][C:12]=2[C:13]([O:15]C)=[O:14])=[CH:8][CH:7]=1, predict the reaction product. The product is: [F:5][C:6]1[CH:30]=[CH:29][C:9]([NH:10][C:11]2[CH:20]=[C:19]([CH2:21][O:22][C:23]3[CH:28]=[CH:27][CH:26]=[CH:25][CH:24]=3)[CH:18]=[CH:17][C:12]=2[C:13]([OH:15])=[O:14])=[CH:8][CH:7]=1. (4) Given the reactants [Cl:1][C:2]1[C:3]([N:13]2[CH2:18][CH2:17][NH:16][CH2:15][CH2:14]2)=[N:4][CH:5]=[C:6]([CH:12]=1)[C:7]([O:9][CH2:10][CH3:11])=[O:8].[Cl:19][C:20]1[CH:25]=[CH:24][C:23]([N:26]=[C:27]=[O:28])=[CH:22][C:21]=1[Cl:29], predict the reaction product. The product is: [Cl:1][C:2]1[C:3]([N:13]2[CH2:18][CH2:17][N:16]([C:27]([NH:26][C:23]3[CH:24]=[CH:25][C:20]([Cl:19])=[C:21]([Cl:29])[CH:22]=3)=[O:28])[CH2:15][CH2:14]2)=[N:4][CH:5]=[C:6]([CH:12]=1)[C:7]([O:9][CH2:10][CH3:11])=[O:8]. (5) Given the reactants [NH2:1][NH:2][C:3]([C:5]1[CH:10]=[CH:9][C:8]([C:11]([F:14])([F:13])[F:12])=[CH:7][N:6]=1)=[NH:4].[C:15]([C:19]1[CH:20]=[CH:21][C:22]([OH:27])=[C:23]([CH:26]=1)[CH:24]=O)([CH3:18])([CH3:17])[CH3:16], predict the reaction product. The product is: [C:15]([C:19]1[CH:20]=[CH:21][C:22]([OH:27])=[C:23]([C:24]2[NH:1][N:2]=[C:3]([C:5]3[CH:10]=[CH:9][C:8]([C:11]([F:12])([F:13])[F:14])=[CH:7][N:6]=3)[N:4]=2)[CH:26]=1)([CH3:18])([CH3:17])[CH3:16]. (6) Given the reactants [CH3:1][S:2][C:3]1[CH:38]=[CH:37][CH:36]=[CH:35][C:4]=1[CH2:5][N:6]1[C:11]([CH3:12])=[CH:10][C:9]([O:13][CH2:14][C:15]2[CH:32]=[CH:31][CH:30]=[CH:29][C:16]=2[CH2:17][N:18]2[C:26](=[O:27])[C:25]3[C:20](=[CH:21][CH:22]=[CH:23][CH:24]=3)[C:19]2=[O:28])=[C:8](I)[C:7]1=[O:34].[Cl-].[Li+].Cl[CH2:42]Cl.C[Sn](C)(C)C.[OH-].[Na+], predict the reaction product. The product is: [CH3:1][S:2][C:3]1[CH:38]=[CH:37][CH:36]=[CH:35][C:4]=1[CH2:5][N:6]1[C:11]([CH3:12])=[CH:10][C:9]([O:13][CH2:14][C:15]2[CH:32]=[CH:31][CH:30]=[CH:29][C:16]=2[CH2:17][N:18]2[C:26](=[O:27])[C:25]3[C:20](=[CH:21][CH:22]=[CH:23][CH:24]=3)[C:19]2=[O:28])=[C:8]([CH3:42])[C:7]1=[O:34]. (7) Given the reactants C([Li])(C)(C)C.I[CH2:7][C:8]12[CH2:25][N:24]([S:26]([C:29]3[CH:34]=[CH:33][C:32]([CH3:35])=[CH:31][CH:30]=3)(=[O:28])=[O:27])[CH2:23][C:9]1([CH2:36]I)[CH2:10][N:11]([S:13]([C:16]1[CH:21]=[CH:20][C:19]([CH3:22])=[CH:18][CH:17]=1)(=[O:15])=[O:14])[CH2:12]2.CCCCC, predict the reaction product. The product is: [CH3:22][C:19]1[CH:20]=[CH:21][C:16]([S:13]([N:11]2[CH2:10][C:9]34[CH2:36][CH2:7][C:8]3([CH2:25][N:24]([S:26]([C:29]3[CH:30]=[CH:31][C:32]([CH3:35])=[CH:33][CH:34]=3)(=[O:28])=[O:27])[CH2:23]4)[CH2:12]2)(=[O:15])=[O:14])=[CH:17][CH:18]=1. (8) Given the reactants [F:1][C:2]1[CH:3]=[C:4]([CH:7]=[C:8]([NH:10][CH2:11][C:12]2[CH:17]=[CH:16][C:15]([S:18]([CH3:21])(=[O:20])=[O:19])=[CH:14][CH:13]=2)[CH:9]=1)[C:5]#[N:6].[C:22](O)(=[O:29])[C:23]1[CH:28]=[CH:27][N:26]=[CH:25][CH:24]=1, predict the reaction product. The product is: [C:5]([C:4]1[CH:7]=[C:8]([N:10]([CH2:11][C:12]2[CH:13]=[CH:14][C:15]([S:18]([CH3:21])(=[O:20])=[O:19])=[CH:16][CH:17]=2)[C:22](=[O:29])[C:23]2[CH:28]=[CH:27][N:26]=[CH:25][CH:24]=2)[CH:9]=[C:2]([F:1])[CH:3]=1)#[N:6].